From a dataset of Reaction yield outcomes from USPTO patents with 853,638 reactions. Predict the reaction yield, written as a fraction of the theoretical maximum amount of product (1.0 means a 100% yield; for example, 0.34 means a 34% yield). (1) The product is [CH2:17]1[CH2:16][O:15][C:12]2[CH:13]=[CH:14][C:9]([NH:8][C:6]3[C:5]([F:19])=[CH:4][N:3]=[C:2]([NH:20][C:21]4[CH:22]=[N:23][CH:24]=[CH:25][CH:26]=4)[N:7]=3)=[CH:10][C:11]=2[O:18]1. The reactants are Cl[C:2]1[N:7]=[C:6]([NH:8][C:9]2[CH:14]=[CH:13][C:12]3[O:15][CH2:16][CH2:17][O:18][C:11]=3[CH:10]=2)[C:5]([F:19])=[CH:4][N:3]=1.[NH2:20][C:21]1[CH:22]=[N:23][CH:24]=[CH:25][CH:26]=1.CC(C)([O-])C.[Na+].C1C=CC(P(C2C=CC3C(=CC=CC=3)C=2C2C3C(=CC=CC=3)C=CC=2P(C2C=CC=CC=2)C2C=CC=CC=2)C2C=CC=CC=2)=CC=1.C(N(CC)C(C)C)(C)C. The catalyst is C1(C)C=CC=CC=1.C([O-])(=O)C.[Pd+2].C([O-])(=O)C. The yield is 0.140. (2) The reactants are Cl.[CH3:2][S:3][CH2:4][CH2:5][N:6]1[C:10]2[CH:11]=[CH:12][C:13]([O:15][C:16]([F:19])([F:18])[F:17])=[CH:14][C:9]=2[S:8][C:7]1=[NH:20].[CH2:21](N)[C:22]#[CH:23].CC1C=CC(S(O)(=O)=O)=CC=1. The catalyst is C1(C)C=CC=CC=1. The product is [CH3:2][S:3][CH2:4][CH2:5][N:6]1[C:10]2[CH:11]=[CH:12][C:13]([O:15][C:16]([F:19])([F:17])[F:18])=[CH:14][C:9]=2[S:8][C:7]1=[N:20][CH2:23][C:22]#[CH:21]. The yield is 0.100. (3) The reactants are Br[CH2:2][C:3]1[C:12]([C:13]#[N:14])=[CH:11][CH:10]=[CH:9][C:4]=1[C:5]([O:7][CH3:8])=[O:6].C1(=O)O[C:19](=[O:20])[C:18]2=[CH:22][CH:23]=[CH:24][CH:25]=[C:17]2[CH2:16]1.C(N(CC)CC)C. The catalyst is C(#N)C. The product is [O:20]=[C:19]1[C:18]2[C:17](=[CH:25][CH:24]=[CH:23][CH:22]=2)[C:16]2[CH2:2][C:3]3[C:4]([C:5]([O:7][CH3:8])=[O:6])=[CH:9][CH:10]=[CH:11][C:12]=3[C:13]=2[NH:14]1. The yield is 0.810.